Dataset: Full USPTO retrosynthesis dataset with 1.9M reactions from patents (1976-2016). Task: Predict the reactants needed to synthesize the given product. (1) Given the product [OH:6][CH:7]1[CH2:8][N:9]([C:11]2[CH:12]=[CH:13][C:14]([C@@H:17]([NH:19][C:20](=[O:22])[CH3:21])[CH3:18])=[CH:15][CH:16]=2)[CH2:10]1, predict the reactants needed to synthesize it. The reactants are: C([Si](C)(C)[O:6][CH:7]1[CH2:10][N:9]([C:11]2[CH:16]=[CH:15][C:14]([C@@H:17]([NH:19][C:20](=[O:22])[CH3:21])[CH3:18])=[CH:13][CH:12]=2)[CH2:8]1)(C)(C)C.[F-].C([N+](CCCC)(CCCC)CCCC)CCC. (2) Given the product [C:25]([O:22][CH2:21][C:20]([CH3:24])([CH3:23])[C@H:9]([NH:8][C:6]([O:5][C:1]([CH3:4])([CH3:3])[CH3:2])=[O:7])[C:10]([O:12][CH2:13][C:14]1[CH:15]=[CH:16][CH:17]=[CH:18][CH:19]=1)=[O:11])(=[O:27])[CH3:26], predict the reactants needed to synthesize it. The reactants are: [C:1]([O:5][C:6]([NH:8][C@@H:9]([C:20]([CH3:24])([CH3:23])[CH2:21][OH:22])[C:10]([O:12][CH2:13][C:14]1[CH:19]=[CH:18][CH:17]=[CH:16][CH:15]=1)=[O:11])=[O:7])([CH3:4])([CH3:3])[CH3:2].[C:25](OC(=O)C)(=[O:27])[CH3:26].